From a dataset of Merck oncology drug combination screen with 23,052 pairs across 39 cell lines. Regression. Given two drug SMILES strings and cell line genomic features, predict the synergy score measuring deviation from expected non-interaction effect. (1) Cell line: A427. Drug 1: O=C(NOCC(O)CO)c1ccc(F)c(F)c1Nc1ccc(I)cc1F. Synergy scores: synergy=11.5. Drug 2: CCc1cnn2c(NCc3ccc[n+]([O-])c3)cc(N3CCCCC3CCO)nc12. (2) Drug 1: CC(C)CC(NC(=O)C(Cc1ccccc1)NC(=O)c1cnccn1)B(O)O. Drug 2: Cn1cc(-c2cnn3c(N)c(Br)c(C4CCCNC4)nc23)cn1. Cell line: A375. Synergy scores: synergy=0.194. (3) Drug 1: N#Cc1ccc(Cn2cncc2CN2CCN(c3cccc(Cl)c3)C(=O)C2)cc1. Drug 2: COC1CC2CCC(C)C(O)(O2)C(=O)C(=O)N2CCCCC2C(=O)OC(C(C)CC2CCC(OP(C)(C)=O)C(OC)C2)CC(=O)C(C)C=C(C)C(O)C(OC)C(=O)C(C)CC(C)C=CC=CC=C1C. Cell line: SKMES1. Synergy scores: synergy=30.7. (4) Drug 1: NC(=O)c1cccc2cn(-c3ccc(C4CCCNC4)cc3)nc12. Drug 2: NC1CCCCC1N.O=C(O)C(=O)O.[Pt+2]. Cell line: HT29. Synergy scores: synergy=-2.33. (5) Drug 1: O=C(CCCCCCC(=O)Nc1ccccc1)NO. Drug 2: NC1CCCCC1N.O=C(O)C(=O)O.[Pt+2]. Cell line: NCIH520. Synergy scores: synergy=-9.85.